This data is from Reaction yield outcomes from USPTO patents with 853,638 reactions. The task is: Predict the reaction yield, written as a fraction of the theoretical maximum amount of product (1.0 means a 100% yield; for example, 0.34 means a 34% yield). (1) The reactants are [CH3:1][N:2]([CH3:27])[C:3]1[C:12]2[CH:11]=[CH:10][CH:9]=[C:8]([S:13]([NH:16][CH2:17][CH2:18][NH:19]C(=O)OC(C)(C)C)(=[O:15])=[O:14])[C:7]=2[CH:6]=[CH:5][CH:4]=1.C(O)(C(F)(F)F)=O. The catalyst is C(Cl)Cl. The product is [NH2:19][CH2:18][CH2:17][NH:16][S:13]([C:8]1[C:7]2[C:12](=[C:3]([N:2]([CH3:27])[CH3:1])[CH:4]=[CH:5][CH:6]=2)[CH:11]=[CH:10][CH:9]=1)(=[O:15])=[O:14]. The yield is 0.470. (2) The yield is 0.800. The catalyst is O.CO. The product is [CH2:11]([S:10][C:7]1[CH:8]=[CH:9][C:4]([F:3])=[CH:5][CH:6]=1)[CH3:12]. The reactants are [OH-].[Na+].[F:3][C:4]1[CH:9]=[CH:8][C:7]([SH:10])=[CH:6][CH:5]=1.[CH2:11](Br)[CH3:12].